From a dataset of Reaction yield outcomes from USPTO patents with 853,638 reactions. Predict the reaction yield, written as a fraction of the theoretical maximum amount of product (1.0 means a 100% yield; for example, 0.34 means a 34% yield). (1) The reactants are [CH3:1][C:2]1[N:3]([CH2:7][CH2:8][NH2:9])[CH:4]=[CH:5][N:6]=1.[C:10]1([C:16]2[O:17][C:18]3[C:19](=[C:21]([C:25](O)=[O:26])[CH:22]=[CH:23][CH:24]=3)[N:20]=2)[CH:15]=[CH:14][CH:13]=[CH:12][CH:11]=1. No catalyst specified. The product is [CH3:1][C:2]1[N:3]([CH2:7][CH2:8][NH:9][C:25]([C:21]2[CH:22]=[CH:23][CH:24]=[C:18]3[O:17][C:16]([C:10]4[CH:15]=[CH:14][CH:13]=[CH:12][CH:11]=4)=[N:20][C:19]=23)=[O:26])[CH:4]=[CH:5][N:6]=1. The yield is 0.350. (2) The reactants are [CH2:1]([O:3][C:4]([CH2:6][CH:7]1[C:16]2[C:11](=[CH:12][C:13]([OH:17])=[CH:14][CH:15]=2)[CH2:10][CH2:9][N:8]1[C:18]([O:20][C:21]([CH3:24])([CH3:23])[CH3:22])=[O:19])=[O:5])[CH3:2].C(=O)([O-])[O-:26].[K+].[K+].[CH3:31][N:32]([CH3:36])[C:33](Cl)=[O:34].O. The catalyst is CN(C)C=O. The yield is 0.950. The product is [CH3:31][N:32]([CH3:36])[C:33]([O:17][C:13]1([OH:26])[CH:14]=[CH:15][C:16]2[CH:7]([CH2:6][C:4]([O:3][CH2:1][CH3:2])=[O:5])[N:8]([C:18]([O:20][C:21]([CH3:23])([CH3:22])[CH3:24])=[O:19])[CH2:9][CH2:10][C:11]=2[CH2:12]1)=[O:34]. (3) The reactants are [Cl:1][C:2]1[CH:7]=[CH:6][C:5]([C:8]2([OH:34])[CH2:13][CH2:12][N:11]([CH2:14][CH2:15][CH:16]=[C:17]3[C:23]4[CH:24]=[CH:25][CH:26]=[N:27][C:22]=4[CH2:21][O:20][C:19]4[CH:28]=[CH:29][C:30]([OH:32])=[CH:31][C:18]3=4)[CH2:10][CH:9]2[CH3:33])=[CH:4][CH:3]=1.[H-].[Na+].Br[CH2:38][C:39]([O:41][CH3:42])=[O:40]. The catalyst is CN(C)C=O. The product is [CH3:42][O:41][C:39](=[O:40])[CH2:38][O:32][C:30]1[CH:29]=[CH:28][C:19]2[O:20][CH2:21][C:22]3[N:27]=[CH:26][CH:25]=[CH:24][C:23]=3[C:17](=[CH:16][CH2:15][CH2:14][N:11]3[CH2:12][CH2:13][C:8]([C:5]4[CH:6]=[CH:7][C:2]([Cl:1])=[CH:3][CH:4]=4)([OH:34])[CH:9]([CH3:33])[CH2:10]3)[C:18]=2[CH:31]=1. The yield is 0.500. (4) The reactants are [F:1][C:2]1[CH:7]=[CH:6][C:5]([C:8]2[C:12](=[O:13])O[CH2:10][C:9]=2[C:14]2[CH:24]=[CH:23][C:17]3[O:18][CH2:19][C:20](=[O:22])[NH:21][C:16]=3[CH:15]=2)=[CH:4][CH:3]=1.[NH2:25][C:26]1[CH:31]=[CH:30][CH:29]=[CH:28][CH:27]=1.[O-]S(C(F)(F)F)(=O)=O.[Mg+2].[O-]S(C(F)(F)F)(=O)=O. The catalyst is C(O)CO.[Cl-].[Na+].O. The product is [F:1][C:2]1[CH:3]=[CH:4][C:5]([C:8]2[C:12](=[O:13])[N:25]([C:26]3[CH:31]=[CH:30][CH:29]=[CH:28][CH:27]=3)[CH2:10][C:9]=2[C:14]2[CH:24]=[CH:23][C:17]3[O:18][CH2:19][C:20](=[O:22])[NH:21][C:16]=3[CH:15]=2)=[CH:6][CH:7]=1. The yield is 0.0700.